This data is from Peptide-MHC class II binding affinity with 134,281 pairs from IEDB. The task is: Regression. Given a peptide amino acid sequence and an MHC pseudo amino acid sequence, predict their binding affinity value. This is MHC class II binding data. (1) The peptide sequence is SVIDCNTCVTQTVDFSLDPT. The MHC is DRB1_0405 with pseudo-sequence DRB1_0405. The binding affinity (normalized) is 0. (2) The peptide sequence is TDRESLRNLRGYYN. The MHC is DRB1_1501 with pseudo-sequence DRB1_1501. The binding affinity (normalized) is 0.679. (3) The binding affinity (normalized) is 0.672. The peptide sequence is IQYVNYWFAPGAGAA. The MHC is DRB1_1001 with pseudo-sequence DRB1_1001. (4) The peptide sequence is MGAVTTEVAFGLVCA. The MHC is DRB1_0405 with pseudo-sequence DRB1_0405. The binding affinity (normalized) is 0.166. (5) The peptide sequence is KVSFEPIPIHYCAPAGFA. The MHC is DRB3_0101 with pseudo-sequence DRB3_0101. The binding affinity (normalized) is 0.309. (6) The peptide sequence is NNRIWLQFAKLTGFT. The MHC is DRB1_1302 with pseudo-sequence DRB1_1302. The binding affinity (normalized) is 0.520.